From a dataset of Forward reaction prediction with 1.9M reactions from USPTO patents (1976-2016). Predict the product of the given reaction. (1) Given the reactants C(=O)([O-])[O-].[K+].[K+].[O:7]=[C:8]1[CH2:12][CH2:11][CH2:10][CH:9]1[C:13]([O:15][CH2:16][CH3:17])=[O:14].[CH2:18](Br)[C:19]1[CH:24]=[CH:23][CH:22]=[CH:21][CH:20]=1, predict the reaction product. The product is: [CH2:18]([C:9]1([C:13]([O:15][CH2:16][CH3:17])=[O:14])[CH2:10][CH2:11][CH2:12][C:8]1=[O:7])[C:19]1[CH:24]=[CH:23][CH:22]=[CH:21][CH:20]=1. (2) Given the reactants [H-].[Na+].C(S)C.[Br:6][C:7]1[C:16]2[C:15]([CH3:18])([CH3:17])[CH2:14][CH:13]=[C:12]([C:19]([CH3:22])([CH3:21])[CH3:20])[C:11]=2[CH:10]=[C:9]([C:23](=[O:25])[CH3:24])[C:8]=1[O:26]C, predict the reaction product. The product is: [Br:6][C:7]1[C:16]2[C:15]([CH3:17])([CH3:18])[CH2:14][CH:13]=[C:12]([C:19]([CH3:21])([CH3:20])[CH3:22])[C:11]=2[CH:10]=[C:9]([C:23](=[O:25])[CH3:24])[C:8]=1[OH:26]. (3) Given the reactants Cl.[NH2:2][OH:3].C(N(CC)CC)C.[NH2:11][C:12]1[N:17]=[CH:16][N:15]=[C:14]2[N:18]([CH2:23][C:24]3[CH:29]=[CH:28][CH:27]=[CH:26][C:25]=3[F:30])[N:19]=[C:20]([C:21]#[N:22])[C:13]=12, predict the reaction product. The product is: [NH2:11][C:12]1[N:17]=[CH:16][N:15]=[C:14]2[N:18]([CH2:23][C:24]3[CH:29]=[CH:28][CH:27]=[CH:26][C:25]=3[F:30])[N:19]=[C:20]([C:21](=[N:2][OH:3])[NH2:22])[C:13]=12. (4) Given the reactants [N+:1]([O-:4])(O)=[O:2].[O:5]1[CH2:9][CH2:8][C:7]2[CH:10]=[CH:11][CH:12]=[C:13]([C:14]([OH:16])=[O:15])[C:6]1=2, predict the reaction product. The product is: [N+:1]([C:11]1[CH:12]=[C:13]([C:14]([OH:16])=[O:15])[C:6]2[O:5][CH2:9][CH2:8][C:7]=2[CH:10]=1)([O-:4])=[O:2]. (5) Given the reactants [CH2:1]([O:3][C:4](=[O:12])[CH2:5][CH:6]1[CH2:11][CH2:10][CH2:9][CH2:8][CH2:7]1)[CH3:2].[K].C1(C2[O:22]N2S(C2C=CC=CC=2)(=O)=O)C=CC=CC=1.[Cl-].[NH4+], predict the reaction product. The product is: [CH2:1]([O:3][C:4](=[O:12])[CH:5]([OH:22])[CH:6]1[CH2:11][CH2:10][CH2:9][CH2:8][CH2:7]1)[CH3:2].